This data is from Catalyst prediction with 721,799 reactions and 888 catalyst types from USPTO. The task is: Predict which catalyst facilitates the given reaction. (1) Reactant: Cl[C:2]1[C:7]([CH3:8])=[C:6]([Cl:9])[N:5]=[CH:4][N:3]=1.[NH2:10][C:11]1[CH:16]=[CH:15][C:14]([C:17]([F:20])([F:19])[F:18])=[CH:13][CH:12]=1. Product: [Cl:9][C:6]1[N:5]=[CH:4][N:3]=[C:2]([NH:10][C:11]2[CH:16]=[CH:15][C:14]([C:17]([F:18])([F:19])[F:20])=[CH:13][CH:12]=2)[C:7]=1[CH3:8]. The catalyst class is: 8. (2) Reactant: [CH3:1][O:2][C:3]([C:5]1[CH:14]=[C:13]([OH:15])[C:12]2[C:7](=[C:8]([O:17][CH2:18][C:19]3[CH:24]=[CH:23][CH:22]=[CH:21][CH:20]=3)[CH:9]=[C:10](Br)[CH:11]=2)[N:6]=1)=[O:4]. Product: [CH3:1][O:2][C:3]([C:5]1[CH:14]=[C:13]([OH:15])[C:12]2[C:7](=[C:8]([O:17][CH2:18][C:19]3[CH:24]=[CH:23][CH:22]=[CH:21][CH:20]=3)[CH:9]=[C:10]([CH2:13][C:12]3[CH:7]=[CH:8][CH:9]=[CH:10][CH:11]=3)[CH:11]=2)[N:6]=1)=[O:4]. The catalyst class is: 7.